Task: Regression. Given a peptide amino acid sequence and an MHC pseudo amino acid sequence, predict their binding affinity value. This is MHC class II binding data.. Dataset: Peptide-MHC class II binding affinity with 134,281 pairs from IEDB (1) The peptide sequence is EKKVFAATQFEPLAA. The binding affinity (normalized) is 0.767. The MHC is HLA-DPA10201-DPB11401 with pseudo-sequence HLA-DPA10201-DPB11401. (2) The peptide sequence is AINIFNVEKYGAVGD. The MHC is DRB1_0802 with pseudo-sequence DRB1_0802. The binding affinity (normalized) is 0.383. (3) The binding affinity (normalized) is 0.652. The peptide sequence is NFRFLTEKGMKNVFD. The MHC is DRB5_0101 with pseudo-sequence DRB5_0101. (4) The peptide sequence is NTARLMAGAGPAPML. The MHC is HLA-DQA10301-DQB10302 with pseudo-sequence HLA-DQA10301-DQB10302. The binding affinity (normalized) is 0.531. (5) The peptide sequence is ITYGETGGNSPVQEF. The MHC is HLA-DQA10102-DQB10602 with pseudo-sequence HLA-DQA10102-DQB10602. The binding affinity (normalized) is 0.185. (6) The peptide sequence is ERSLWIIFSKNLNIK. The MHC is DRB1_0301 with pseudo-sequence DRB1_0301. The binding affinity (normalized) is 0.626.